Regression. Given two drug SMILES strings and cell line genomic features, predict the synergy score measuring deviation from expected non-interaction effect. From a dataset of NCI-60 drug combinations with 297,098 pairs across 59 cell lines. (1) Drug 1: CC12CCC3C(C1CCC2=O)CC(=C)C4=CC(=O)C=CC34C. Drug 2: CC1=C(C(CCC1)(C)C)C=CC(=CC=CC(=CC(=O)O)C)C. Cell line: SR. Synergy scores: CSS=41.1, Synergy_ZIP=0.815, Synergy_Bliss=-3.70, Synergy_Loewe=-6.66, Synergy_HSA=-6.17. (2) Drug 1: CC12CCC3C(C1CCC2=O)CC(=C)C4=CC(=O)C=CC34C. Drug 2: CC12CCC3C(C1CCC2O)C(CC4=C3C=CC(=C4)O)CCCCCCCCCS(=O)CCCC(C(F)(F)F)(F)F. Cell line: KM12. Synergy scores: CSS=49.6, Synergy_ZIP=-4.26, Synergy_Bliss=-9.42, Synergy_Loewe=-6.69, Synergy_HSA=-7.09. (3) Drug 1: CCC1=C2CN3C(=CC4=C(C3=O)COC(=O)C4(CC)O)C2=NC5=C1C=C(C=C5)O. Drug 2: CNC(=O)C1=NC=CC(=C1)OC2=CC=C(C=C2)NC(=O)NC3=CC(=C(C=C3)Cl)C(F)(F)F. Cell line: MALME-3M. Synergy scores: CSS=5.24, Synergy_ZIP=-0.865, Synergy_Bliss=1.92, Synergy_Loewe=-5.15, Synergy_HSA=0.898. (4) Drug 1: CC12CCC3C(C1CCC2=O)CC(=C)C4=CC(=O)C=CC34C. Drug 2: CCCCCOC(=O)NC1=NC(=O)N(C=C1F)C2C(C(C(O2)C)O)O. Cell line: MOLT-4. Synergy scores: CSS=54.5, Synergy_ZIP=0.765, Synergy_Bliss=0.0491, Synergy_Loewe=-1.31, Synergy_HSA=-0.936. (5) Drug 1: C1=CC=C(C(=C1)C(C2=CC=C(C=C2)Cl)C(Cl)Cl)Cl. Drug 2: B(C(CC(C)C)NC(=O)C(CC1=CC=CC=C1)NC(=O)C2=NC=CN=C2)(O)O. Cell line: KM12. Synergy scores: CSS=21.8, Synergy_ZIP=2.78, Synergy_Bliss=3.28, Synergy_Loewe=-65.3, Synergy_HSA=-1.06. (6) Drug 1: CC(C)NC(=O)C1=CC=C(C=C1)CNNC.Cl. Drug 2: COCCOC1=C(C=C2C(=C1)C(=NC=N2)NC3=CC=CC(=C3)C#C)OCCOC.Cl. Cell line: 786-0. Synergy scores: CSS=4.95, Synergy_ZIP=-1.68, Synergy_Bliss=-0.423, Synergy_Loewe=-8.60, Synergy_HSA=-2.64. (7) Drug 1: C1=CC(=C2C(=C1NCCNCCO)C(=O)C3=C(C=CC(=C3C2=O)O)O)NCCNCCO. Drug 2: C1CN1P(=S)(N2CC2)N3CC3. Cell line: HS 578T. Synergy scores: CSS=39.0, Synergy_ZIP=1.40, Synergy_Bliss=1.95, Synergy_Loewe=4.59, Synergy_HSA=5.71. (8) Drug 1: CN(CCCl)CCCl.Cl. Drug 2: C1CN(P(=O)(OC1)NCCCl)CCCl. Cell line: SK-OV-3. Synergy scores: CSS=-3.87, Synergy_ZIP=1.01, Synergy_Bliss=-2.59, Synergy_Loewe=-6.68, Synergy_HSA=-5.08. (9) Cell line: SF-539. Synergy scores: CSS=24.7, Synergy_ZIP=-6.23, Synergy_Bliss=-3.57, Synergy_Loewe=1.18, Synergy_HSA=2.11. Drug 2: C(CC(=O)O)C(=O)CN.Cl. Drug 1: C1C(C(OC1N2C=NC3=C(N=C(N=C32)Cl)N)CO)O.